From a dataset of Reaction yield outcomes from USPTO patents with 853,638 reactions. Predict the reaction yield, written as a fraction of the theoretical maximum amount of product (1.0 means a 100% yield; for example, 0.34 means a 34% yield). (1) The reactants are [OH:1][CH2:2][CH2:3][C:4]([CH3:9])([CH3:8])[C:5]([OH:7])=[O:6].[CH3:10]CCCCC.C[Si](C=[N+]=[N-])(C)C. The catalyst is C(OCC)C.CO. The product is [CH3:10][O:6][C:5](=[O:7])[C:4]([CH3:9])([CH3:8])[CH2:3][CH2:2][OH:1]. The yield is 0.620. (2) The catalyst is C(OCC)(=O)C.[Pd]. The reactants are [F:1][C:2]1[CH:33]=[C:32]([F:34])[CH:31]=[CH:30][C:3]=1[O:4][C:5]1[CH:10]=[CH:9][C:8]([CH2:11][S:12]([CH3:15])(=[O:14])=[O:13])=[CH:7][C:6]=1[C:16]1[C:24]2[C:19](=[C:20]([O:27][CH3:28])[N:21]=[C:22]([CH:25]=[CH2:26])[CH:23]=2)[N:18]([CH3:29])[CH:17]=1.C(O)C. The yield is 1.05. The product is [F:1][C:2]1[CH:33]=[C:32]([F:34])[CH:31]=[CH:30][C:3]=1[O:4][C:5]1[CH:10]=[CH:9][C:8]([CH2:11][S:12]([CH3:15])(=[O:13])=[O:14])=[CH:7][C:6]=1[C:16]1[C:24]2[C:19](=[C:20]([O:27][CH3:28])[N:21]=[C:22]([CH2:25][CH3:26])[CH:23]=2)[N:18]([CH3:29])[CH:17]=1. (3) The reactants are [Br:1][C:2]1[CH:7]=[C:6]([N+:8]([O-])=O)[CH:5]=[CH:4][C:3]=1[CH2:11][CH3:12]. The catalyst is CO.[Ni]. The product is [Br:1][C:2]1[CH:7]=[C:6]([CH:5]=[CH:4][C:3]=1[CH2:11][CH3:12])[NH2:8]. The yield is 0.480. (4) The reactants are [Cl-].O[NH3+:3].[C:4](=[O:7])([O-])[OH:5].[Na+].CS(C)=O.[CH2:13]([C:17]1[N:18]=[C:19]([CH3:52])[N:20]([CH2:39][C:40]([CH3:51])([CH3:50])[CH2:41][O:42][Si](C(C)(C)C)(C)C)[C:21](=[O:38])[C:22]=1[CH2:23][C:24]1[CH:29]=[CH:28][C:27]([C:30]2[C:31]([C:36]#[N:37])=[CH:32][CH:33]=[CH:34][CH:35]=2)=[CH:26][CH:25]=1)[CH2:14][CH2:15][CH3:16]. The catalyst is C(OCC)(=O)C. The product is [CH2:13]([C:17]1[N:18]=[C:19]([CH3:52])[N:20]([CH2:39][C:40]([CH3:50])([CH3:51])[CH2:41][OH:42])[C:21](=[O:38])[C:22]=1[CH2:23][C:24]1[CH:29]=[CH:28][C:27]([C:30]2[CH:35]=[CH:34][CH:33]=[CH:32][C:31]=2[C:36]2[NH:3][C:4](=[O:7])[O:5][N:37]=2)=[CH:26][CH:25]=1)[CH2:14][CH2:15][CH3:16]. The yield is 0.480. (5) The reactants are [F:1][C:2]([F:11])([F:10])[C:3]1[C:7]([CH:8]=[O:9])=[CH:6][NH:5][N:4]=1.CC(C)([O-])C.[K+].Cl[CH2:19][C:20]1[NH:21][C:22](=[O:36])[C:23]2[C:28]([C:29]3[CH:34]=[CH:33][CH:32]=[CH:31][CH:30]=3)=[C:27]([CH3:35])[S:26][C:24]=2[N:25]=1. The catalyst is C1COCC1. The product is [CH3:35][C:27]1[S:26][C:24]2[N:25]=[C:20]([CH2:19][N:5]3[CH:6]=[C:7]([CH:8]=[O:9])[C:3]([C:2]([F:1])([F:10])[F:11])=[N:4]3)[NH:21][C:22](=[O:36])[C:23]=2[C:28]=1[C:29]1[CH:34]=[CH:33][CH:32]=[CH:31][CH:30]=1. The yield is 0.380. (6) The reactants are [OH:1][C:2]1[CH:3]=[C:4]([C:12]2[CH:13]=[C:14]([CH3:20])[C:15](=[O:19])[N:16]([CH3:18])[CH:17]=2)[CH:5]=[C:6]([S:8]([CH3:11])(=[O:10])=[O:9])[CH:7]=1.[CH2:21](Br)[C:22]1[CH:27]=[CH:26][CH:25]=[CH:24][CH:23]=1.C([O-])([O-])=O.[Na+].[Na+]. The catalyst is CN(C=O)C. The product is [CH3:18][N:16]1[CH:17]=[C:12]([C:4]2[CH:3]=[C:2]([O:1][CH2:21][C:22]3[CH:27]=[CH:26][CH:25]=[CH:24][CH:23]=3)[CH:7]=[C:6]([S:8]([CH3:11])(=[O:10])=[O:9])[CH:5]=2)[CH:13]=[C:14]([CH3:20])[C:15]1=[O:19]. The yield is 0.250. (7) The reactants are OCCCN1C=C(C2C=CC(N[C:22]3[C:27]([C:28]([F:31])([F:30])[F:29])=[CH:26][N:25]=[C:24]([NH:32][C:33]4[CH:47]=[CH:46][C:36]([CH2:37][P:38](=[O:45])([O:42][CH2:43][CH3:44])[O:39][CH2:40][CH3:41])=[CH:35][C:34]=4[O:48][CH3:49])[N:23]=3)=C3C=2CN(C)C3=O)C=N1.[NH2:50][C:51]1[C:52]([C:67]([NH:69][CH3:70])=[O:68])=[N:53][C:54]([C:57]2[C:58]([Cl:66])=[N:59][N:60]([CH2:62][CH2:63][CH2:64][OH:65])[CH:61]=2)=[CH:55][CH:56]=1. No catalyst specified. The product is [Cl:66][C:58]1[C:57]([C:54]2[N:53]=[C:52]([C:67](=[O:68])[NH:69][CH3:70])[C:51]([NH:50][C:26]3[C:27]([C:28]([F:29])([F:30])[F:31])=[CH:22][N:23]=[C:24]([NH:32][C:33]4[CH:47]=[CH:46][C:36]([CH2:37][P:38](=[O:45])([O:42][CH2:43][CH3:44])[O:39][CH2:40][CH3:41])=[CH:35][C:34]=4[O:48][CH3:49])[N:25]=3)=[CH:56][CH:55]=2)=[CH:61][N:60]([CH2:62][CH2:63][CH2:64][OH:65])[N:59]=1. The yield is 0.590.